Task: Binary classification across 12 toxicity assays.. Dataset: Tox21: 12 toxicity assays (nuclear receptors and stress response pathways) (1) The molecule is CCOC(=O)C(O)(c1ccc(Cl)cc1)c1ccc(Cl)cc1. It tested positive (active) for: NR-AhR (Aryl hydrocarbon Receptor agonist activity), SR-MMP (Mitochondrial Membrane Potential disruption), and SR-p53 (p53 tumor suppressor activation). (2) The compound is C[C@@]12CCC[C@H]1[C@@H]1CC[C@H]3C[C@@H](O)CC[C@]3(C)[C@H]1CC2. It tested positive (active) for: NR-AR (Androgen Receptor agonist activity), NR-ER (Estrogen Receptor agonist activity), and NR-ER-LBD (Estrogen Receptor Ligand Binding Domain agonist). (3) The molecule is NNC(=O)c1cccnc1. It tested positive (active) for: NR-AhR (Aryl hydrocarbon Receptor agonist activity). (4) The drug is CCN1C(=CC=Cc2sc3ccccc3[n+]2CC)Sc2ccccc21. It tested positive (active) for: SR-ARE (Antioxidant Response Element (oxidative stress)), and SR-p53 (p53 tumor suppressor activation). (5) The compound is CCCCCc1cc(O)c2c(c1)OC(C)(C)[C@@H]1CCC(C)=C[C@@H]21. It tested positive (active) for: NR-AhR (Aryl hydrocarbon Receptor agonist activity), NR-Aromatase (Aromatase enzyme inhibition), and SR-MMP (Mitochondrial Membrane Potential disruption). (6) It tested positive (active) for: SR-p53 (p53 tumor suppressor activation). The drug is CCC(COC(=O)CCS)(COC(=O)CCS)COC(=O)CCS. (7) It tested positive (active) for: NR-AhR (Aryl hydrocarbon Receptor agonist activity), NR-ER-LBD (Estrogen Receptor Ligand Binding Domain agonist), and SR-ARE (Antioxidant Response Element (oxidative stress)). The drug is Cc1ccc(O)c(O)c1.